This data is from Forward reaction prediction with 1.9M reactions from USPTO patents (1976-2016). The task is: Predict the product of the given reaction. (1) Given the reactants [NH2:1][C@@H:2]1[CH2:7][CH2:6][C@H:5]([N:8]2[C:13](=[O:14])[C:12]3[CH:15]=[C:16]([F:19])[CH:17]=[N:18][C:11]=3[N:10]([C:20]3[CH:21]=[C:22]([C:26]4[CH:31]=[CH:30][C:29]([CH2:32][N:33]5[CH2:39][CH2:38][CH2:37][O:36][CH2:35][CH2:34]5)=[CH:28][CH:27]=4)[CH:23]=[CH:24][CH:25]=3)[C:9]2=[O:40])[CH2:4][CH2:3]1.[Cl:41][C:42]1[CH:43]=[C:44]([CH:47]=[CH:48][C:49]=1[O:50][CH3:51])[CH:45]=O, predict the reaction product. The product is: [Cl:41][C:42]1[CH:43]=[C:44]([CH:47]=[CH:48][C:49]=1[O:50][CH3:51])[CH2:45][NH:1][C@@H:2]1[CH2:7][CH2:6][C@H:5]([N:8]2[C:13](=[O:14])[C:12]3[CH:15]=[C:16]([F:19])[CH:17]=[N:18][C:11]=3[N:10]([C:20]3[CH:21]=[C:22]([C:26]4[CH:27]=[CH:28][C:29]([CH2:32][N:33]5[CH2:39][CH2:38][CH2:37][O:36][CH2:35][CH2:34]5)=[CH:30][CH:31]=4)[CH:23]=[CH:24][CH:25]=3)[C:9]2=[O:40])[CH2:4][CH2:3]1. (2) Given the reactants [O:1]=[C:2]1[CH2:7][CH2:6][CH2:5][N:4]2[N:8]=[C:9]([C:11]([OH:13])=[O:12])[CH:10]=[C:3]12.FC(F)(F)C(OC(=O)C(F)(F)F)=O.[N+:27]([O-])([O-:29])=[O:28].[NH4+], predict the reaction product. The product is: [N+:27]([C:10]1[C:9]([C:11]([OH:13])=[O:12])=[N:8][N:4]2[CH2:5][CH2:6][CH2:7][C:2](=[O:1])[C:3]=12)([O-:29])=[O:28]. (3) Given the reactants [NH2:1][C:2]1[N:10]=[CH:9][CH:8]=[CH:7][C:3]=1[C:4]([OH:6])=[O:5].C(N(CC)CC)C.CN1CCCC1=O.[C:25](Cl)(=O)[C:26]([CH3:29])([CH3:28])[CH3:27], predict the reaction product. The product is: [C:26]([C:29]1[O:5][C:4](=[O:6])[C:3]2[CH:7]=[CH:8][CH:9]=[N:10][C:2]=2[N:1]=1)([CH3:28])([CH3:27])[CH3:25]. (4) Given the reactants [F:1][C:2]([F:14])([F:13])[O:3][C:4]1[CH:9]=[CH:8][C:7]([N:10]=[C:11]=[O:12])=[CH:6][CH:5]=1.[C:15]([NH:18][C:19]1[NH:20][CH:21]=[C:22]([C:27]2[CH:32]=[CH:31][C:30]([NH2:33])=[CH:29][CH:28]=2)[C:23]=1[C:24]([NH2:26])=[O:25])(=[O:17])[CH3:16], predict the reaction product. The product is: [C:15]([NH:18][C:19]1[NH:20][CH:21]=[C:22]([C:27]2[CH:32]=[CH:31][C:30]([NH:33][C:11]([NH:10][C:7]3[CH:6]=[CH:5][C:4]([O:3][C:2]([F:13])([F:14])[F:1])=[CH:9][CH:8]=3)=[O:12])=[CH:29][CH:28]=2)[C:23]=1[C:24]([NH2:26])=[O:25])(=[O:17])[CH3:16].